From a dataset of Forward reaction prediction with 1.9M reactions from USPTO patents (1976-2016). Predict the product of the given reaction. (1) The product is: [CH3:29][CH:27]1[CH2:28][CH:25]([CH:23]([NH:22][C:4]2[N:3]=[C:2]([S:31][CH3:30])[N:10]=[C:9]3[C:5]=2[N:6]([CH2:11][C:12]2[CH:13]=[CH:14][C:15]([C:18]([F:19])([F:20])[F:21])=[CH:16][CH:17]=2)[CH:7]=[N:8]3)[CH3:24])[CH2:26]1. Given the reactants Cl[C:2]1[N:10]=[C:9]2[C:5]([N:6]([CH2:11][C:12]3[CH:17]=[CH:16][C:15]([C:18]([F:21])([F:20])[F:19])=[CH:14][CH:13]=3)[CH:7]=[N:8]2)=[C:4]([NH:22][CH:23]([CH:25]2[CH2:28][CH:27]([CH3:29])[CH2:26]2)[CH3:24])[N:3]=1.[CH3:30][S-:31].[Na+].O, predict the reaction product. (2) Given the reactants [C:1]([C:5]1[CH:10]=[CH:9][C:8]([CH:11]=[CH:12][C:13]([OH:15])=[O:14])=[CH:7][CH:6]=1)([CH3:4])([CH3:3])[CH3:2].[H][H], predict the reaction product. The product is: [C:1]([C:5]1[CH:10]=[CH:9][C:8]([CH2:11][CH2:12][C:13]([OH:15])=[O:14])=[CH:7][CH:6]=1)([CH3:4])([CH3:2])[CH3:3]. (3) Given the reactants [Cl:1][C:2]1[CH:7]=[CH:6][C:5]([Cl:8])=[CH:4][C:3]=1[C:9]1[N:10]=[C:11]2[CH:16]=[CH:15][CH:14]=[CH:13][N:12]2[C:17]=1[C:18]([NH2:20])=O.[C:21](O)(=O)[CH3:22].[Cl:25][C:26]1[CH:31]=[CH:30][C:29]([NH:32][NH2:33])=[CH:28][CH:27]=1, predict the reaction product. The product is: [Cl:25][C:26]1[CH:31]=[CH:30][C:29]([N:32]2[C:18]([C:17]3[N:12]4[CH:13]=[CH:14][CH:15]=[CH:16][C:11]4=[N:10][C:9]=3[C:3]3[CH:4]=[C:5]([Cl:8])[CH:6]=[CH:7][C:2]=3[Cl:1])=[N:20][C:21]([CH3:22])=[N:33]2)=[CH:28][CH:27]=1. (4) Given the reactants FC(F)(F)C(O)=O.[CH:8]1([N:11]([CH:26]2[CH2:31][CH2:30][NH:29][CH2:28][CH2:27]2)[C:12](=[O:25])[C:13]2[CH:18]=[CH:17][C:16]([C:19]3[O:23][CH:22]=[N:21][C:20]=3[CH3:24])=[CH:15][CH:14]=2)[CH2:10][CH2:9]1.Cl[C:33]1[N:38]=[CH:37][C:36]([Cl:39])=[CH:35][N:34]=1, predict the reaction product. The product is: [Cl:39][C:36]1[CH:35]=[N:34][C:33]([N:29]2[CH2:30][CH2:31][CH:26]([N:11]([CH:8]3[CH2:10][CH2:9]3)[C:12](=[O:25])[C:13]3[CH:14]=[CH:15][C:16]([C:19]4[O:23][CH:22]=[N:21][C:20]=4[CH3:24])=[CH:17][CH:18]=3)[CH2:27][CH2:28]2)=[N:38][CH:37]=1. (5) Given the reactants [N:1]1([C:7]2[CH:8]=[CH:9][C:10]3[CH2:11][N:12]([C:18]([O:20][C:21]([CH3:24])([CH3:23])[CH3:22])=[O:19])[CH2:13][CH2:14][O:15][C:16]=3[N:17]=2)[CH2:6][CH2:5][NH:4][CH2:3][CH2:2]1.CCN(CC)CC.Cl[C:33]([O:35][CH3:36])=[O:34].O, predict the reaction product. The product is: [CH3:36][O:35][C:33]([N:4]1[CH2:5][CH2:6][N:1]([C:7]2[CH:8]=[CH:9][C:10]3[CH2:11][N:12]([C:18]([O:20][C:21]([CH3:24])([CH3:23])[CH3:22])=[O:19])[CH2:13][CH2:14][O:15][C:16]=3[N:17]=2)[CH2:2][CH2:3]1)=[O:34]. (6) Given the reactants C(OC([NH:8][C@@H:9]1[CH2:14][CH2:13][CH2:12][CH2:11][C@@H:10]1[NH:15][C:16]1[C:25]2[C:20](=[CH:21][CH:22]=[C:23]([CH3:26])[CH:24]=2)[N:19]=[C:18]([NH:27]CC2C=CC(OC)=CC=2)[N:17]=1)=O)(C)(C)C, predict the reaction product. The product is: [NH2:27][C:18]1[N:17]=[C:16]([NH:15][C@H:10]2[CH2:11][CH2:12][CH2:13][CH2:14][C@H:9]2[NH2:8])[C:25]2[C:20](=[CH:21][CH:22]=[C:23]([CH3:26])[CH:24]=2)[N:19]=1.